Task: Predict the product of the given reaction.. Dataset: Forward reaction prediction with 1.9M reactions from USPTO patents (1976-2016) Given the reactants [ClH:1].[NH2:2][C@@H:3]([CH3:28])[C:4]([N:6]1[CH2:10][C@H:9]([OH:11])[CH2:8][C@H:7]1[C:12]([NH:14][CH2:15][C:16]1[CH:21]=[CH:20][C:19]([C:22]2[S:26][CH:25]=[N:24][C:23]=2[CH3:27])=[CH:18][CH:17]=1)=[O:13])=[O:5].CCN(C(C)C)C(C)C.C(OC([NH:45][C@@H:46]([CH2:50][CH:51]([CH3:53])[CH3:52])[C:47](O)=[O:48])=O)(C)(C)C.CN(C(ON1N=NC2C=CC=NC1=2)=[N+](C)C)C.F[P-](F)(F)(F)(F)F.Cl.O1CCOCC1, predict the reaction product. The product is: [ClH:1].[NH2:45][C@@H:46]([CH2:50][CH:51]([CH3:53])[CH3:52])[C:47]([NH:2][C@@H:3]([CH3:28])[C:4]([N:6]1[CH2:10][C@H:9]([OH:11])[CH2:8][C@H:7]1[C:12]([NH:14][CH2:15][C:16]1[CH:21]=[CH:20][C:19]([C:22]2[S:26][CH:25]=[N:24][C:23]=2[CH3:27])=[CH:18][CH:17]=1)=[O:13])=[O:5])=[O:48].